This data is from Reaction yield outcomes from USPTO patents with 853,638 reactions. The task is: Predict the reaction yield, written as a fraction of the theoretical maximum amount of product (1.0 means a 100% yield; for example, 0.34 means a 34% yield). (1) The reactants are [CH3:1][C:2]1([CH3:59])[C@@H:5]([C:6]([O:8][C@H:9]2[CH2:26][CH2:25][C@@:24]3([CH3:27])[C@@H:11]([CH2:12][CH2:13][C@:14]4([CH3:46])[C@@H:23]3[CH2:22][CH2:21][C@H:20]3[C@@:15]4([CH3:45])[CH2:16][CH2:17][C@@:18]4([C:35]([N:37]5[CH2:42][CH2:41][CH:40]([O:43][CH3:44])[CH2:39][CH2:38]5)=[O:36])[CH2:30][CH2:29][C@@H:28]([C:31]5([CH3:34])[CH2:33][CH2:32]5)[C@@H:19]43)[C:10]2([CH3:48])[CH3:47])=[O:7])[CH2:4][C@H:3]1[C:49]([O:51]CC1C=CC=CC=1)=[O:50].C(N(CC)CC)C.C([SiH](CC)CC)C. The catalyst is ClCCl.C([O-])(=O)C.[Pd+2].C([O-])(=O)C. The product is [CH3:44][O:43][CH:40]1[CH2:39][CH2:38][N:37]([C:35]([C@:18]23[CH2:30][CH2:29][C@@H:28]([C:31]4([CH3:34])[CH2:33][CH2:32]4)[C@@H:19]2[C@@H:20]2[C@@:15]([CH3:45])([CH2:16][CH2:17]3)[C@@:14]3([CH3:46])[C@@H:23]([C@:24]4([CH3:27])[C@@H:11]([CH2:12][CH2:13]3)[C:10]([CH3:47])([CH3:48])[C@@H:9]([O:8][C:6]([C@H:5]3[CH2:4][C@@H:3]([C:49]([OH:51])=[O:50])[C:2]3([CH3:59])[CH3:1])=[O:7])[CH2:26][CH2:25]4)[CH2:22][CH2:21]2)=[O:36])[CH2:42][CH2:41]1. The yield is 0.769. (2) The reactants are [CH3:1][C:2]1[CH:3]=[CH:4][C:5]([C:8]([CH3:10])=[O:9])=[CH:6][CH:7]=1.[Br:11]N1C(=O)CCC1=O. The catalyst is C(Cl)(Cl)(Cl)Cl. The product is [Br:11][CH2:1][C:2]1[CH:7]=[CH:6][C:5]([C:8](=[O:9])[CH3:10])=[CH:4][CH:3]=1. The yield is 0.710. (3) The product is [CH3:17][S:18]([O:9][C:4]1[CH:5]=[CH:6][CH:7]=[CH:8][C:3]=1[O:2][CH3:1])(=[O:20])=[O:19]. The reactants are [CH3:1][O:2][C:3]1[CH:8]=[CH:7][CH:6]=[CH:5][C:4]=1[OH:9].C(N(CC)CC)C.[CH3:17][S:18](Cl)(=[O:20])=[O:19]. The yield is 1.00. The catalyst is ClCCl. (4) The reactants are [CH3:1][O:2][C:3]1[CH:4]=[C:5]([CH:12]([CH3:18])[C:13]([O:15][CH2:16][CH3:17])=[O:14])[CH:6]=[CH:7][C:8]=1[N+:9]([O-])=O. The catalyst is O1CCCC1.C(O)C.[Pd]. The product is [NH2:9][C:8]1[CH:7]=[CH:6][C:5]([CH:12]([CH3:18])[C:13]([O:15][CH2:16][CH3:17])=[O:14])=[CH:4][C:3]=1[O:2][CH3:1]. The yield is 0.740. (5) The reactants are Cl[C:2]1[C:11]2[C:6](=[CH:7][CH:8]=[CH:9][CH:10]=2)[N:5]=[CH:4][CH:3]=1.[CH:12]1([NH2:15])[CH2:14][CH2:13]1. The catalyst is [OH-].[Na+]. The product is [CH:12]1([NH:15][C:2]2[C:11]3[C:6](=[CH:7][CH:8]=[CH:9][CH:10]=3)[N:5]=[CH:4][CH:3]=2)[CH2:14][CH2:13]1. The yield is 0.420. (6) No catalyst specified. The yield is 0.820. The product is [O:1]1[CH2:6][CH2:5][NH:4][C:3]2[N:7]=[CH:8][C:9](/[CH:11]=[CH:12]/[C:13]([N:43]([CH3:44])[CH2:42][C:35]3[C:36]4[C:41](=[CH:40][CH:39]=[CH:38][CH:37]=4)[N:33]([CH3:32])[CH:34]=3)=[O:15])=[CH:10][C:2]1=2. The reactants are [O:1]1[CH2:6][CH2:5][NH:4][C:3]2[N:7]=[CH:8][C:9](/[CH:11]=[CH:12]/[C:13]([OH:15])=O)=[CH:10][C:2]1=2.Cl.O=C1CC2C(=CC=C(/C=C/C(O)=O)C=2)N1.[CH3:32][N:33]1[C:41]2[C:36](=[CH:37][CH:38]=[CH:39][CH:40]=2)[C:35]([CH2:42][NH:43][CH3:44])=[CH:34]1.CC1NC2C(C=1CNC)=CC=CC=2.C(C(O)=O)CC(O)=O. (7) The reactants are NC1(C2C=CC(C3C(C4C=CC=CC=4)=CC4C(=O)CCCC=4N=3)=CC=2)CCC1.C(OC(=O)[NH:35][C:36]1([C:40]2[CH:45]=[CH:44][C:43]([C:46]3[C:55]([C:56]4[CH:61]=[CH:60][CH:59]=[CH:58][CH:57]=4)=[CH:54][C:53]4[C:52](=[O:62])[N:51](C)[CH2:50][CH2:49][C:48]=4[N:47]=3)=[CH:42][CH:41]=2)[CH2:39][CH2:38][CH2:37]1)(C)(C)C. No catalyst specified. The product is [NH2:35][C:36]1([C:40]2[CH:41]=[CH:42][C:43]([C:46]3[C:55]([C:56]4[CH:61]=[CH:60][CH:59]=[CH:58][CH:57]=4)=[CH:54][C:53]4[C:52](=[O:62])[NH:51][CH2:50][CH2:49][C:48]=4[N:47]=3)=[CH:44][CH:45]=2)[CH2:39][CH2:38][CH2:37]1. The yield is 0.870. (8) The product is [C:1]([O:5][C:6](=[O:17])[NH:7][C@H:8]([C:11]1[CH:12]=[CH:13][CH:14]=[CH:15][CH:16]=1)[CH2:9][NH:10][C:24]([CH:21]1[CH2:22][CH2:23][O:18][CH2:19][CH2:20]1)=[O:25])([CH3:4])([CH3:2])[CH3:3]. The reactants are [C:1]([O:5][C:6](=[O:17])[NH:7][C@H:8]([C:11]1[CH:16]=[CH:15][CH:14]=[CH:13][CH:12]=1)[CH2:9][NH2:10])([CH3:4])([CH3:3])[CH3:2].[O:18]1[CH2:23][CH2:22][CH:21]([C:24](O)=[O:25])[CH2:20][CH2:19]1. No catalyst specified. The yield is 0.990.